This data is from NCI-60 drug combinations with 297,098 pairs across 59 cell lines. The task is: Regression. Given two drug SMILES strings and cell line genomic features, predict the synergy score measuring deviation from expected non-interaction effect. (1) Drug 1: CC1OCC2C(O1)C(C(C(O2)OC3C4COC(=O)C4C(C5=CC6=C(C=C35)OCO6)C7=CC(=C(C(=C7)OC)O)OC)O)O. Drug 2: CC1=C(C(=O)C2=C(C1=O)N3CC4C(C3(C2COC(=O)N)OC)N4)N. Cell line: UACC-257. Synergy scores: CSS=8.88, Synergy_ZIP=-3.92, Synergy_Bliss=-5.95, Synergy_Loewe=-6.35, Synergy_HSA=-4.21. (2) Drug 1: C1=CC=C(C(=C1)C(C2=CC=C(C=C2)Cl)C(Cl)Cl)Cl. Drug 2: CCN(CC)CCCC(C)NC1=C2C=C(C=CC2=NC3=C1C=CC(=C3)Cl)OC. Cell line: IGROV1. Synergy scores: CSS=1.09, Synergy_ZIP=0.157, Synergy_Bliss=0.978, Synergy_Loewe=0.0368, Synergy_HSA=0.0846. (3) Drug 1: CCCCCOC(=O)NC1=NC(=O)N(C=C1F)C2C(C(C(O2)C)O)O. Drug 2: CC1CCCC2(C(O2)CC(NC(=O)CC(C(C(=O)C(C1O)C)(C)C)O)C(=CC3=CSC(=N3)C)C)C. Cell line: SK-MEL-28. Synergy scores: CSS=34.8, Synergy_ZIP=8.61, Synergy_Bliss=8.75, Synergy_Loewe=-12.3, Synergy_HSA=6.92. (4) Drug 1: C1=CN(C=N1)CC(O)(P(=O)(O)O)P(=O)(O)O. Drug 2: C1CNP(=O)(OC1)N(CCCl)CCCl. Cell line: HCC-2998. Synergy scores: CSS=18.7, Synergy_ZIP=7.56, Synergy_Bliss=7.44, Synergy_Loewe=5.77, Synergy_HSA=5.91. (5) Drug 1: C1C(C(OC1N2C=NC3=C(N=C(N=C32)Cl)N)CO)O. Drug 2: CC(C)(C#N)C1=CC(=CC(=C1)CN2C=NC=N2)C(C)(C)C#N. Cell line: SR. Synergy scores: CSS=74.0, Synergy_ZIP=2.61, Synergy_Bliss=0.634, Synergy_Loewe=1.09, Synergy_HSA=1.31. (6) Drug 1: COC1=CC(=CC(=C1O)OC)C2C3C(COC3=O)C(C4=CC5=C(C=C24)OCO5)OC6C(C(C7C(O6)COC(O7)C8=CC=CS8)O)O. Drug 2: CC(C1=C(C=CC(=C1Cl)F)Cl)OC2=C(N=CC(=C2)C3=CN(N=C3)C4CCNCC4)N. Cell line: MALME-3M. Synergy scores: CSS=28.1, Synergy_ZIP=-2.97, Synergy_Bliss=3.73, Synergy_Loewe=-2.58, Synergy_HSA=3.78. (7) Drug 1: CN1C(=O)N2C=NC(=C2N=N1)C(=O)N. Drug 2: CC1=C(N=C(N=C1N)C(CC(=O)N)NCC(C(=O)N)N)C(=O)NC(C(C2=CN=CN2)OC3C(C(C(C(O3)CO)O)O)OC4C(C(C(C(O4)CO)O)OC(=O)N)O)C(=O)NC(C)C(C(C)C(=O)NC(C(C)O)C(=O)NCCC5=NC(=CS5)C6=NC(=CS6)C(=O)NCCC[S+](C)C)O. Cell line: SNB-75. Synergy scores: CSS=12.5, Synergy_ZIP=-6.39, Synergy_Bliss=-1.98, Synergy_Loewe=-12.2, Synergy_HSA=-1.17.